From a dataset of Full USPTO retrosynthesis dataset with 1.9M reactions from patents (1976-2016). Predict the reactants needed to synthesize the given product. (1) Given the product [CH2:1]([O:3][C:4]1[CH:9]=[CH:8][C:7]([NH:10][C:11]2[C:16]([F:17])=[CH:15][N:14]=[C:13]([NH:18][C:19]3[CH:24]=[CH:23][C:22]4[O:25][CH2:26][CH2:27][O:28][C:21]=4[CH:20]=3)[N:12]=2)=[CH:6][CH:5]=1)[CH2:2][CH2:32][CH3:33], predict the reactants needed to synthesize it. The reactants are: [CH2:1]([O:3][C:4]1[CH:9]=[CH:8][C:7]([NH:10][C:11]2[C:16]([F:17])=[CH:15][N:14]=[C:13]([NH:18][C:19]3[CH:24]=[CH:23][C:22]4[O:25][CH2:26][CH2:27][O:28][C:21]=4[CH:20]=3)[N:12]=2)=[CH:6][CH:5]=1)[CH3:2].ClC1N=C(NC2C=CC(OCCCC)=CC=2)[C:33](F)=[CH:32]N=1. (2) Given the product [CH3:1][C:2]1[CH:3]=[C:4]([CH:24]=[CH:25][CH:26]=1)[O:5][C:6]1[CH:7]=[CH:8][C:9]([CH:12]2[C:17]3=[N:18][S:19](=[O:22])(=[O:23])[CH2:20][CH2:21][N:16]3[CH2:15][CH2:14][CH2:13]2)=[CH:10][CH:11]=1, predict the reactants needed to synthesize it. The reactants are: [CH3:1][C:2]1[CH:3]=[C:4]([CH:24]=[CH:25][CH:26]=1)[O:5][C:6]1[CH:11]=[CH:10][C:9]([C:12]2[C:17]3=[N:18][S:19](=[O:23])(=[O:22])[CH2:20][CH2:21][N:16]3[CH:15]=[CH:14][CH:13]=2)=[CH:8][CH:7]=1. (3) Given the product [CH:1]([C:4]1[CH:9]=[CH:8][C:7]([NH2:10])=[CH:6][C:5]=1[O:14][CH3:15])([CH3:3])[CH3:2].[ClH:16], predict the reactants needed to synthesize it. The reactants are: [CH:1]([C:4]1[CH:9]=[CH:8][C:7]([NH:10]C(=O)C)=[CH:6][C:5]=1[O:14][CH3:15])([CH3:3])[CH3:2].[ClH:16]. (4) The reactants are: C(NC(C)C)(C)C.C([Li])CCC.[CH3:13][C:14]1[CH:15]=[C:16]([CH:18]=[C:19]([C:21]2[S:25][CH:24]=[N:23][CH:22]=2)[CH:20]=1)[NH2:17].[F:26][C:27]([F:32])([F:31])[C:28]([CH3:30])=[O:29]. Given the product [NH2:17][C:16]1[CH:18]=[C:19]([C:21]2[S:25][C:24]([C:28]([OH:29])([CH3:30])[C:27]([F:32])([F:31])[F:26])=[N:23][CH:22]=2)[CH:20]=[C:14]([CH3:13])[CH:15]=1, predict the reactants needed to synthesize it. (5) Given the product [N:31]1([C:26]([N:17]2[CH2:16][CH2:15][C:12]3([C:11](=[O:20])[N:10]([C:7]4[CH:8]=[CH:9][C:4]([O:3][C:2]([F:1])([F:21])[F:22])=[CH:5][CH:6]=4)[CH2:14][CH2:13]3)[CH2:19][CH2:18]2)=[O:25])[CH2:36][CH2:35][CH2:34][CH2:33][CH2:32]1, predict the reactants needed to synthesize it. The reactants are: [F:1][C:2]([F:22])([F:21])[O:3][C:4]1[CH:9]=[CH:8][C:7]([N:10]2[CH2:14][CH2:13][C:12]3([CH2:19][CH2:18][NH:17][CH2:16][CH2:15]3)[C:11]2=[O:20])=[CH:6][CH:5]=1.O=C(Cl)[O:25][C:26](Cl)(Cl)Cl.[NH:31]1[CH2:36][CH2:35][CH2:34][CH2:33][CH2:32]1. (6) Given the product [C:35]([C:32]1[CH:33]=[CH:34][C:29]([NH:28][C:14]2[N:15]=[C:16]([O:17][C:18]3[C:19]([CH3:27])=[CH:20][C:21]([C:22]#[N:23])=[CH:24][C:25]=3[CH3:26])[C:11]3[CH:10]=[CH:9][NH:8][C:12]=3[N:13]=2)=[CH:30][CH:31]=1)#[N:36], predict the reactants needed to synthesize it. The reactants are: C([N:8]1[C:12]2[N:13]=[C:14]([NH:28][C:29]3[CH:34]=[CH:33][C:32]([C:35]#[N:36])=[CH:31][CH:30]=3)[N:15]=[C:16]([O:17][C:18]3[C:25]([CH3:26])=[CH:24][C:21]([C:22]#[N:23])=[CH:20][C:19]=3[CH3:27])[C:11]=2[CH:10]=[CH:9]1)C1C=CC=CC=1.[Cl-].[Al+3].[Cl-].[Cl-]. (7) Given the product [CH3:22][CH:21]1[CH2:20][N:7]2[C:8](=[N:9][C:10]3[C:2]([CH3:1])=[CH:3][CH:4]=[CH:5][C:6]=32)[C:11]2[CH:16]=[CH:15][CH:14]=[CH:13][C:12]=2[O:23]1, predict the reactants needed to synthesize it. The reactants are: [CH3:1][C:2]1[C:10]2[N:9]=[C:8]([C:11]3[CH:16]=[CH:15][CH:14]=[CH:13][C:12]=3[N+]([O-])=O)[N:7]([CH2:20][CH:21]([OH:23])[CH3:22])[C:6]=2[CH:5]=[CH:4][CH:3]=1.[H-].[Na+]. (8) Given the product [CH3:18][N:15]1[CH2:16][CH2:17][N:12]([CH2:11][C:9]2[S:10][C:5]3[C:4]([N:19]4[CH2:24][CH2:23][O:22][CH2:21][CH2:20]4)=[N:3][C:2]([C:31]4[CH:32]=[C:27]([CH:28]=[CH:29][CH:30]=4)[CH:25]=[O:26])=[N:7][C:6]=3[CH:8]=2)[CH2:13][CH2:14]1, predict the reactants needed to synthesize it. The reactants are: Cl[C:2]1[N:3]=[C:4]([N:19]2[CH2:24][CH2:23][O:22][CH2:21][CH2:20]2)[C:5]2[S:10][C:9]([CH2:11][N:12]3[CH2:17][CH2:16][N:15]([CH3:18])[CH2:14][CH2:13]3)=[CH:8][C:6]=2[N:7]=1.[CH:25]([C:27]1[CH:28]=[C:29](B(O)O)[CH:30]=[CH:31][CH:32]=1)=[O:26]. (9) Given the product [O:38]=[C:29]1[C:30]2[C:35](=[CH:34][CH:33]=[CH:32][CH:31]=2)[C:36](=[O:37])[N:28]1[CH2:27][C:22]1[CH:21]=[C:20]([B:4]([OH:5])[OH:3])[C:25]([F:26])=[CH:24][N:23]=1, predict the reactants needed to synthesize it. The reactants are: CC1(C)C(C)(C)[O:5][B:4](C2OC(C)(C)C(C)(C)O2)[O:3]1.Br[C:20]1[C:25]([F:26])=[CH:24][N:23]=[C:22]([CH2:27][N:28]2[C:36](=[O:37])[C:35]3[C:30](=[CH:31][CH:32]=[CH:33][CH:34]=3)[C:29]2=[O:38])[CH:21]=1.CC([O-])=O.[K+].O1CCOCC1. (10) Given the product [Cl:1][C:2]1[CH:14]=[CH:13][C:5]2[NH:6][C:7]([C:9]([N:15]3[CH2:20][CH2:19][NH:18][CH2:17][CH2:16]3)=[O:24])=[N:8][C:4]=2[CH:3]=1, predict the reactants needed to synthesize it. The reactants are: [Cl:1][C:2]1[CH:14]=[CH:13][C:5]2[NH:6][C:7]([C:9](Cl)(Cl)Cl)=[N:8][C:4]=2[CH:3]=1.[NH:15]1[CH2:20][CH2:19][NH:18][CH2:17][CH2:16]1.C1C[O:24]CC1.